Dataset: Reaction yield outcomes from USPTO patents with 853,638 reactions. Task: Predict the reaction yield, written as a fraction of the theoretical maximum amount of product (1.0 means a 100% yield; for example, 0.34 means a 34% yield). The reactants are C(=O)([O-])[O-].[K+].[K+].Br[CH2:8][C:9]1[CH:10]=[C:11]([CH:16]=[CH:17][CH:18]=1)[C:12]([O:14]C)=O.[I:19][C:20]1[CH:25]=[CH:24][C:23]([OH:26])=[CH:22][CH:21]=1.[OH-].[Na+].[NH:29]1[CH2:36][CH2:35][CH2:34][C@H:30]1[C:31]([OH:33])=[O:32]. The catalyst is ClCCl.C(OCC)(=O)C.CO.C1COCC1.CN(C=O)C. The product is [I:19][C:20]1[CH:25]=[CH:24][C:23]([O:26][CH2:8][C:9]2[CH:10]=[C:11]([CH:16]=[CH:17][CH:18]=2)[C:12]([N:29]2[CH2:36][CH2:35][CH2:34][C@H:30]2[C:31]([OH:33])=[O:32])=[O:14])=[CH:22][CH:21]=1. The yield is 0.640.